Dataset: Peptide-MHC class I binding affinity with 185,985 pairs from IEDB/IMGT. Task: Regression. Given a peptide amino acid sequence and an MHC pseudo amino acid sequence, predict their binding affinity value. This is MHC class I binding data. (1) The peptide sequence is KTKPPLPSVKK. The MHC is HLA-A02:01 with pseudo-sequence HLA-A02:01. The binding affinity (normalized) is 0. (2) The peptide sequence is HWVPTSRTTW. The MHC is HLA-A24:02 with pseudo-sequence HLA-A24:02. The binding affinity (normalized) is 0.408. (3) The peptide sequence is ACRCGRFQK. The MHC is HLA-A33:01 with pseudo-sequence HLA-A33:01. The binding affinity (normalized) is 0.0558. (4) The peptide sequence is KQLEWKWGI. The MHC is HLA-A02:11 with pseudo-sequence HLA-A02:11. The binding affinity (normalized) is 1.00. (5) The peptide sequence is KQMSQPYAV. The MHC is HLA-A02:06 with pseudo-sequence HLA-A02:06. The binding affinity (normalized) is 1.00. (6) The peptide sequence is EIVAEYITY. The MHC is HLA-A26:01 with pseudo-sequence HLA-A26:01. The binding affinity (normalized) is 0.655. (7) The MHC is HLA-B40:02 with pseudo-sequence HLA-B40:02. The binding affinity (normalized) is 0. The peptide sequence is HPDIVIYQY.